From a dataset of NCI-60 drug combinations with 297,098 pairs across 59 cell lines. Regression. Given two drug SMILES strings and cell line genomic features, predict the synergy score measuring deviation from expected non-interaction effect. (1) Drug 1: CC1=C2C(C(=O)C3(C(CC4C(C3C(C(C2(C)C)(CC1OC(=O)C(C(C5=CC=CC=C5)NC(=O)OC(C)(C)C)O)O)OC(=O)C6=CC=CC=C6)(CO4)OC(=O)C)OC)C)OC. Drug 2: COC1=CC(=CC(=C1O)OC)C2C3C(COC3=O)C(C4=CC5=C(C=C24)OCO5)OC6C(C(C7C(O6)COC(O7)C8=CC=CS8)O)O. Cell line: HCT-15. Synergy scores: CSS=82.0, Synergy_ZIP=12.5, Synergy_Bliss=11.6, Synergy_Loewe=11.2, Synergy_HSA=15.4. (2) Drug 1: C1=NC2=C(N1)C(=S)N=C(N2)N. Drug 2: CC12CCC3C(C1CCC2O)C(CC4=C3C=CC(=C4)O)CCCCCCCCCS(=O)CCCC(C(F)(F)F)(F)F. Cell line: NCI/ADR-RES. Synergy scores: CSS=38.6, Synergy_ZIP=2.97, Synergy_Bliss=2.85, Synergy_Loewe=1.07, Synergy_HSA=3.80. (3) Synergy scores: CSS=38.6, Synergy_ZIP=1.02, Synergy_Bliss=-3.33, Synergy_Loewe=-12.4, Synergy_HSA=-4.61. Drug 2: CN(CC1=CN=C2C(=N1)C(=NC(=N2)N)N)C3=CC=C(C=C3)C(=O)NC(CCC(=O)O)C(=O)O. Drug 1: C1CCC(C1)C(CC#N)N2C=C(C=N2)C3=C4C=CNC4=NC=N3. Cell line: HCT-15. (4) Drug 1: CC1=C(C=C(C=C1)NC(=O)C2=CC=C(C=C2)CN3CCN(CC3)C)NC4=NC=CC(=N4)C5=CN=CC=C5. Drug 2: CC1=C(C=C(C=C1)C(=O)NC2=CC(=CC(=C2)C(F)(F)F)N3C=C(N=C3)C)NC4=NC=CC(=N4)C5=CN=CC=C5. Cell line: BT-549. Synergy scores: CSS=-4.39, Synergy_ZIP=2.58, Synergy_Bliss=0.304, Synergy_Loewe=-5.84, Synergy_HSA=-4.95. (5) Drug 1: C1=CC(=CC=C1CCCC(=O)O)N(CCCl)CCCl. Drug 2: CC1=C(C(CCC1)(C)C)C=CC(=CC=CC(=CC(=O)O)C)C. Cell line: U251. Synergy scores: CSS=14.7, Synergy_ZIP=-4.77, Synergy_Bliss=-7.41, Synergy_Loewe=-12.8, Synergy_HSA=-11.8. (6) Drug 1: CC1=C(C=C(C=C1)C(=O)NC2=CC(=CC(=C2)C(F)(F)F)N3C=C(N=C3)C)NC4=NC=CC(=N4)C5=CN=CC=C5. Drug 2: C#CCC(CC1=CN=C2C(=N1)C(=NC(=N2)N)N)C3=CC=C(C=C3)C(=O)NC(CCC(=O)O)C(=O)O. Cell line: CCRF-CEM. Synergy scores: CSS=67.0, Synergy_ZIP=8.71, Synergy_Bliss=7.59, Synergy_Loewe=-24.5, Synergy_HSA=5.05. (7) Drug 1: CN1C2=C(C=C(C=C2)N(CCCl)CCCl)N=C1CCCC(=O)O.Cl. Drug 2: C1=NC2=C(N1)C(=S)N=CN2. Cell line: HT29. Synergy scores: CSS=24.2, Synergy_ZIP=-6.08, Synergy_Bliss=-7.05, Synergy_Loewe=-51.4, Synergy_HSA=-8.90. (8) Drug 2: C#CCC(CC1=CN=C2C(=N1)C(=NC(=N2)N)N)C3=CC=C(C=C3)C(=O)NC(CCC(=O)O)C(=O)O. Cell line: SNB-19. Drug 1: C1CCC(C1)C(CC#N)N2C=C(C=N2)C3=C4C=CNC4=NC=N3. Synergy scores: CSS=-6.72, Synergy_ZIP=1.58, Synergy_Bliss=-0.897, Synergy_Loewe=-3.89, Synergy_HSA=-4.06. (9) Drug 1: C1CCN(CC1)CCOC2=CC=C(C=C2)C(=O)C3=C(SC4=C3C=CC(=C4)O)C5=CC=C(C=C5)O. Drug 2: C1=C(C(=O)NC(=O)N1)N(CCCl)CCCl. Cell line: LOX IMVI. Synergy scores: CSS=45.7, Synergy_ZIP=0.423, Synergy_Bliss=0.988, Synergy_Loewe=3.58, Synergy_HSA=3.94.